Dataset: Peptide-MHC class I binding affinity with 185,985 pairs from IEDB/IMGT. Task: Regression. Given a peptide amino acid sequence and an MHC pseudo amino acid sequence, predict their binding affinity value. This is MHC class I binding data. The peptide sequence is LLRARGETY. The MHC is Mamu-A01 with pseudo-sequence Mamu-A01. The binding affinity (normalized) is 0.